This data is from Reaction yield outcomes from USPTO patents with 853,638 reactions. The task is: Predict the reaction yield, written as a fraction of the theoretical maximum amount of product (1.0 means a 100% yield; for example, 0.34 means a 34% yield). (1) The reactants are [CH:1]1([NH:7][C:8]2[CH:13]=[CH:12][CH:11]=[CH:10][C:9]=2[N+:14]([O-])=O)[CH2:6][CH2:5][CH2:4][CH2:3][CH2:2]1.[Sn](Cl)Cl. The catalyst is CO. The product is [CH:1]1([NH:7][C:8]2[C:9]([NH2:14])=[CH:10][CH:11]=[CH:12][CH:13]=2)[CH2:6][CH2:5][CH2:4][CH2:3][CH2:2]1. The yield is 0.860. (2) The reactants are Cl[C:2]1[N:7]=[C:6]([NH:8][CH2:9][CH2:10][CH3:11])[N:5]=[C:4]([NH:12][CH2:13][CH2:14][CH3:15])[N:3]=1.[OH-:16].[Na+].O.Cl. The catalyst is O1CCOCC1. The product is [CH2:13]([NH:12][C:4]1[N:5]=[C:6]([NH:8][CH2:9][CH2:10][CH3:11])[N:7]=[C:2]([OH:16])[N:3]=1)[CH2:14][CH3:15]. The yield is 0.750. (3) The reactants are [Br:1][C:2]1[CH:10]=[C:9]2[C:5]([CH:6]=[CH:7][NH:8]2)=[CH:4][CH:3]=1.[CH3:11][C:12]1[C:17](/[CH:18]=[CH:19]/[N+:20]([O-:22])=[O:21])=[CH:16][CH:15]=[CH:14][C:13]=1[NH:23][C:24](=[O:33])[O:25][CH2:26][C:27]1[CH:32]=[CH:31][CH:30]=[CH:29][CH:28]=1.C(OCC)(=O)C.CCCCCC. The catalyst is C1COCC1.CN1C(=O)CCC1. The product is [Br:1][C:2]1[CH:10]=[C:9]2[C:5]([C:6]([CH:18]([C:17]3[C:12]([CH3:11])=[C:13]([NH:23][C:24](=[O:33])[O:25][CH2:26][C:27]4[CH:28]=[CH:29][CH:30]=[CH:31][CH:32]=4)[CH:14]=[CH:15][CH:16]=3)[CH2:19][N+:20]([O-:22])=[O:21])=[CH:7][NH:8]2)=[CH:4][CH:3]=1. The yield is 0.614. (4) The reactants are [C:1]1(=[O:8])[CH:6]=[CH:5][C:4](=[O:7])[CH:3]=[CH:2]1.[CH:9]([C:11]1[S:12][CH:13]=[CH:14][CH:15]=1)=[CH2:10]. The catalyst is C(O)CCC. The product is [CH:14]1[C:15]2=[C:6]3[C:5](=[CH:10][CH:9]=[C:11]2[S:12][CH:13]=1)[C:4](=[O:7])[C:3]1[C:2](=[CH:10][CH:9]=[C:11]2[S:12][CH:13]=[CH:14][C:15]2=1)[C:1]3=[O:8]. The yield is 0.00100. (5) The reactants are [CH2:1]1[CH:6]2[C:7]3[C:12]([CH2:13][CH2:14][N:5]2[C:4](=O)[CH2:3][NH:2]1)=[CH:11][CH:10]=[CH:9][CH:8]=3.[H-].[Al+3].[Li+].[H-].[H-].[H-].O.[OH-].[Na+]. The catalyst is O1CCCC1. The product is [CH2:1]1[CH:6]2[C:7]3[C:12]([CH2:13][CH2:14][N:5]2[CH2:4][CH2:3][NH:2]1)=[CH:11][CH:10]=[CH:9][CH:8]=3. The yield is 0.980. (6) The reactants are [Cl:1][C:2]1[C:3]([C:11]([CH:13]2[CH2:18][CH2:17][CH2:16][CH2:15][CH2:14]2)=O)=[C:4]2[CH:10]=[CH:9][NH:8][C:5]2=[N:6][CH:7]=1.[CH3:19][NH:20][NH2:21].CC(O)=O. The catalyst is C(O)CCC. The product is [Cl:1][C:2]1[C:3]([C:11]([CH:13]2[CH2:18][CH2:17][CH2:16][CH2:15][CH2:14]2)=[N:21][NH:20][CH3:19])=[C:4]2[CH:10]=[CH:9][NH:8][C:5]2=[N:6][CH:7]=1. The yield is 0.620. (7) The reactants are [C:1]([O:5][C:6]([C:8]1([CH:16]=[CH2:17])[CH2:13][O:12][C:11]([CH3:15])([CH3:14])[O:10][CH2:9]1)=[O:7])(C)(C)[CH3:2].C(OC(C1(C(=O)C)COC(C)(C)OC1)=O)C. No catalyst specified. The product is [CH2:1]([O:5][C:6]([C:8]1([CH:16]=[CH2:17])[CH2:13][O:12][C:11]([CH3:15])([CH3:14])[O:10][CH2:9]1)=[O:7])[CH3:2]. The yield is 0.500.